From a dataset of Reaction yield outcomes from USPTO patents with 853,638 reactions. Predict the reaction yield, written as a fraction of the theoretical maximum amount of product (1.0 means a 100% yield; for example, 0.34 means a 34% yield). (1) The reactants are [H-].[Na+].Br[CH2:4][C:5]1[CH:15]=[CH:14][C:8]([C:9]([O:11][CH2:12][CH3:13])=[O:10])=[CH:7][CH:6]=1.C(OP(OCC)OCC)C.[CH:26](=O)[C:27]1[O:31][CH:30]=[CH:29][CH:28]=1. The catalyst is O1CCCC1. The product is [CH2:12]([O:11][C:9](=[O:10])[C:8]1[CH:14]=[CH:15][C:5](/[CH:4]=[CH:26]/[C:27]2[O:31][CH:30]=[CH:29][CH:28]=2)=[CH:6][CH:7]=1)[CH3:13]. The yield is 0.420. (2) The reactants are [CH2:1]([O:4][C:5]1[CH:10]=[C:9]([CH3:11])[CH:8]=[CH:7][C:6]=1[C:12](=[O:18])/[CH:13]=[CH:14]/[N:15](C)C)[CH:2]=[CH2:3].Cl.NO. The catalyst is CO. The product is [CH2:1]([O:4][C:5]1[CH:10]=[C:9]([CH3:11])[CH:8]=[CH:7][C:6]=1[C:12]1[O:18][N:15]=[CH:14][CH:13]=1)[CH:2]=[CH2:3]. The yield is 0.580. (3) The reactants are C(OC(=O)[NH:7][CH2:8][CH2:9][CH2:10][NH:11][C:12]([C:14]1[C:18]([CH3:19])=[C:17](/[CH:20]=[C:21]2\[C:22](=[O:31])[NH:23][C:24]3[C:29]\2=[CH:28][C:27]([F:30])=[CH:26][CH:25]=3)[NH:16][C:15]=1[CH3:32])=[O:13])(C)(C)C.Cl. The catalyst is CO.O1CCOCC1. The product is [NH2:7][CH2:8][CH2:9][CH2:10][NH:11][C:12]([C:14]1[C:18]([CH3:19])=[C:17](/[CH:20]=[C:21]2\[C:22](=[O:31])[NH:23][C:24]3[C:29]\2=[CH:28][C:27]([F:30])=[CH:26][CH:25]=3)[NH:16][C:15]=1[CH3:32])=[O:13]. The yield is 0.910. (4) The reactants are [Cl:1][C:2]1[CH:3]=[C:4]([CH:6]=[CH:7][C:8]=1[O:9][C:10]1[CH:15]=[CH:14][C:13]([Cl:16])=[CH:12][CH:11]=1)[NH2:5].[CH2:17]([O:24][CH2:25][C@H:26]([NH:30]C(OC(C)(C)C)=O)[C:27](O)=[O:28])[C:18]1[CH:23]=[CH:22][CH:21]=[CH:20][CH:19]=1. No catalyst specified. The product is [NH2:30][C@@H:26]([CH2:25][O:24][CH2:17][C:18]1[CH:23]=[CH:22][CH:21]=[CH:20][CH:19]=1)[C:27]([NH:5][C:4]1[CH:6]=[CH:7][C:8]([O:9][C:10]2[CH:15]=[CH:14][C:13]([Cl:16])=[CH:12][CH:11]=2)=[C:2]([Cl:1])[CH:3]=1)=[O:28]. The yield is 0.890. (5) The reactants are [C:1]([O:5][C:6](=[O:29])[CH2:7][O:8][CH2:9][C:10]1[CH:15]=[C:14]([Br:16])[C:13](/[CH:17]=[CH:18]/[C:19]2[CH:24]=[CH:23][CH:22]=[C:21]([N+:25]([O-])=O)[CH:20]=2)=[C:12]([Br:28])[CH:11]=1)([CH3:4])([CH3:3])[CH3:2].Cl[Sn]Cl.C(OCC)(=O)C.C(=O)([O-])[O-].[Na+].[Na+]. The catalyst is C(O)C. The product is [C:1]([O:5][C:6](=[O:29])[CH2:7][O:8][CH2:9][C:10]1[CH:15]=[C:14]([Br:16])[C:13](/[CH:17]=[CH:18]/[C:19]2[CH:24]=[CH:23][CH:22]=[C:21]([NH2:25])[CH:20]=2)=[C:12]([Br:28])[CH:11]=1)([CH3:4])([CH3:2])[CH3:3]. The yield is 1.00.